This data is from NCI-60 drug combinations with 297,098 pairs across 59 cell lines. The task is: Regression. Given two drug SMILES strings and cell line genomic features, predict the synergy score measuring deviation from expected non-interaction effect. (1) Drug 1: C1C(C(OC1N2C=NC3=C(N=C(N=C32)Cl)N)CO)O. Drug 2: CC1CCC2CC(C(=CC=CC=CC(CC(C(=O)C(C(C(=CC(C(=O)CC(OC(=O)C3CCCCN3C(=O)C(=O)C1(O2)O)C(C)CC4CCC(C(C4)OC)O)C)C)O)OC)C)C)C)OC. Cell line: MCF7. Synergy scores: CSS=-1.97, Synergy_ZIP=-1.03, Synergy_Bliss=-5.63, Synergy_Loewe=-3.99, Synergy_HSA=-5.34. (2) Drug 1: C1CCC(CC1)NC(=O)N(CCCl)N=O. Drug 2: CC1C(C(CC(O1)OC2CC(OC(C2O)C)OC3=CC4=CC5=C(C(=O)C(C(C5)C(C(=O)C(C(C)O)O)OC)OC6CC(C(C(O6)C)O)OC7CC(C(C(O7)C)O)OC8CC(C(C(O8)C)O)(C)O)C(=C4C(=C3C)O)O)O)O. Cell line: SR. Synergy scores: CSS=58.7, Synergy_ZIP=13.0, Synergy_Bliss=12.9, Synergy_Loewe=13.1, Synergy_HSA=14.3.